Task: Predict which catalyst facilitates the given reaction.. Dataset: Catalyst prediction with 721,799 reactions and 888 catalyst types from USPTO (1) Reactant: [CH2:1]([N:6]1[C:10]2[CH:11]=[CH:12][C:13]([C:15]([O:17]C)=[O:16])=[CH:14][C:9]=2[N:8]([CH2:19][CH2:20][CH:21]([CH3:23])[CH3:22])[C:7]1=[O:24])[CH2:2][CH:3]([CH3:5])[CH3:4].[OH-].[Na+].O.Cl. Product: [CH2:1]([N:6]1[C:10]2[CH:11]=[CH:12][C:13]([C:15]([OH:17])=[O:16])=[CH:14][C:9]=2[N:8]([CH2:19][CH2:20][CH:21]([CH3:23])[CH3:22])[C:7]1=[O:24])[CH2:2][CH:3]([CH3:5])[CH3:4]. The catalyst class is: 254. (2) Reactant: [NH2:1][CH:2]1[CH:7]([OH:8])[CH2:6][CH2:5][CH2:4][CH:3]1[OH:9].C(N(C(C)C)CC)(C)C.[N:19]1([C:25]([NH:27][C@@H:28]([CH2:32][S:33]([CH2:36][C:37]2[CH:42]=[CH:41][CH:40]=[CH:39][CH:38]=2)(=[O:35])=[O:34])[C:29](O)=[O:30])=[O:26])[CH2:24][CH2:23][O:22][CH2:21][CH2:20]1.CN(C(ON1N=NC2C=CC=NC1=2)=[N+](C)C)C.F[P-](F)(F)(F)(F)F. Product: [OH:9][CH:3]1[CH2:4][CH2:5][CH2:6][CH:7]([OH:8])[CH:2]1[NH:1][C:29]([C@@H:28]([NH:27][C:25]([N:19]1[CH2:24][CH2:23][O:22][CH2:21][CH2:20]1)=[O:26])[CH2:32][S:33]([CH2:36][C:37]1[CH:38]=[CH:39][CH:40]=[CH:41][CH:42]=1)(=[O:35])=[O:34])=[O:30]. The catalyst class is: 9. (3) Reactant: C([O:3][C:4](=[O:35])[C:5]([O:8][C:9]1[CH:10]=[C:11]2[CH:17]=[C:16]([CH:18]([C:25]3[CH:30]=[CH:29][C:28]([S:31]([CH3:34])(=[O:33])=[O:32])=[CH:27][CH:26]=3)[CH2:19][CH:20]3[CH2:24][CH2:23][CH2:22][CH2:21]3)[NH:15][C:12]2=[N:13][CH:14]=1)([CH3:7])[CH3:6])C.[OH-].[Li+]. Product: [CH:20]1([CH:19]=[C:18]([C:16]2[NH:15][C:12]3=[N:13][CH:14]=[C:9]([O:8][C:5]([CH3:6])([CH3:7])[C:4]([OH:35])=[O:3])[CH:10]=[C:11]3[CH:17]=2)[C:25]2[CH:30]=[CH:29][C:28]([S:31]([CH3:34])(=[O:33])=[O:32])=[CH:27][CH:26]=2)[CH2:24][CH2:23][CH2:22][CH2:21]1. The catalyst class is: 30. (4) Reactant: [O:1]1[C:6]2([CH2:11][CH2:10][N:9]([C:12]([O:14][C:15]([CH3:18])([CH3:17])[CH3:16])=[O:13])[CH2:8][CH2:7]2)[CH2:5][NH:4][CH2:3][CH2:2]1.[OH-].[Na+].Cl[C:22]([O:24][CH2:25][C:26]1[CH:31]=[CH:30][CH:29]=[CH:28][CH:27]=1)=[O:23]. Product: [O:1]1[C:6]2([CH2:11][CH2:10][N:9]([C:12]([O:14][C:15]([CH3:18])([CH3:17])[CH3:16])=[O:13])[CH2:8][CH2:7]2)[CH2:5][N:4]([C:22]([O:24][CH2:25][C:26]2[CH:31]=[CH:30][CH:29]=[CH:28][CH:27]=2)=[O:23])[CH2:3][CH2:2]1. The catalyst class is: 12.